This data is from Catalyst prediction with 721,799 reactions and 888 catalyst types from USPTO. The task is: Predict which catalyst facilitates the given reaction. (1) Reactant: CON(C)[C:4]([C:6]1[CH:7]=[C:8]2[C:12](=[CH:13][CH:14]=1)[CH2:11][N:10]([C:15](=[O:41])[C:16]1[CH:21]=[C:20]([CH:22]([CH3:24])[CH3:23])[C:19]([O:25][CH2:26][C:27]3[CH:32]=[CH:31][CH:30]=[CH:29][CH:28]=3)=[CH:18][C:17]=1[O:33][CH2:34][C:35]1[CH:40]=[CH:39][CH:38]=[CH:37][CH:36]=1)[CH2:9]2)=[O:5].[H-].[H-].[H-].[H-].[Li+].[Al+3].C1COCC1.[H-].[H-].[H-].[H-].[Li+].[Al+3]. Product: [CH2:34]([O:33][C:17]1[CH:18]=[C:19]([O:25][CH2:26][C:27]2[CH:32]=[CH:31][CH:30]=[CH:29][CH:28]=2)[C:20]([CH:22]([CH3:24])[CH3:23])=[CH:21][C:16]=1[C:15]([N:10]1[CH2:9][C:8]2[C:12](=[CH:13][CH:14]=[C:6]([CH:4]=[O:5])[CH:7]=2)[CH2:11]1)=[O:41])[C:35]1[CH:36]=[CH:37][CH:38]=[CH:39][CH:40]=1. The catalyst class is: 1. (2) Reactant: [NH2:1][C:2]1[CH:3]=[C:4]([NH:15][C:16](=[O:33])[C@@H:17]([NH:25][C:26](=[O:32])[O:27][C:28]([CH3:31])([CH3:30])[CH3:29])[CH2:18][C:19]2[CH:24]=[CH:23][CH:22]=[CH:21][CH:20]=2)[CH:5]=[C:6]([C:8]2[CH:13]=[CH:12][N:11]=[C:10]([CH3:14])[CH:9]=2)[CH:7]=1.C(N(CC)CC)C.[CH3:41][S:42](Cl)(=[O:44])=[O:43].C([O-])(O)=O.[Na+]. Product: [CH3:14][C:10]1[CH:9]=[C:8]([C:6]2[CH:5]=[C:4]([NH:15][C:16](=[O:33])[C@@H:17]([NH:25][C:26](=[O:32])[O:27][C:28]([CH3:30])([CH3:29])[CH3:31])[CH2:18][C:19]3[CH:24]=[CH:23][CH:22]=[CH:21][CH:20]=3)[CH:3]=[C:2]([NH:1][S:42]([CH3:41])(=[O:44])=[O:43])[CH:7]=2)[CH:13]=[CH:12][N:11]=1. The catalyst class is: 34. (3) Reactant: Cl.Cl.[C:3]1([CH:9]2[C:14]3[N:15]=[C:16]([NH:18][CH:19]4[CH2:24][CH2:23][NH:22][CH2:21][CH2:20]4)[S:17][C:13]=3[CH2:12][CH2:11][CH2:10]2)[CH:8]=[CH:7][CH:6]=[CH:5][CH:4]=1.C(N(CC)C(C)C)(C)C.Cl[C:35]1[CH:40]=[CH:39][N:38]=[C:37]([CH3:41])[N:36]=1.O. Product: [CH3:41][C:37]1[N:38]=[C:39]([N:22]2[CH2:21][CH2:20][CH:19]([NH:18][C:16]3[S:17][C:13]4[CH2:12][CH2:11][CH2:10][CH:9]([C:3]5[CH:8]=[CH:7][CH:6]=[CH:5][CH:4]=5)[C:14]=4[N:15]=3)[CH2:24][CH2:23]2)[CH:40]=[CH:35][N:36]=1. The catalyst class is: 60.